This data is from Catalyst prediction with 721,799 reactions and 888 catalyst types from USPTO. The task is: Predict which catalyst facilitates the given reaction. (1) Reactant: [N+:1]([C:4]1[CH:9]=[CH:8][C:7]([CH2:10][CH2:11][OH:12])=[CH:6][CH:5]=1)([O-])=O.S(OC)(O[CH3:17])(=O)=O.C([O-])([O-])=O.[K+].[K+]. Product: [CH3:17][O:12][CH2:11][CH2:10][C:7]1[CH:8]=[CH:9][C:4]([NH2:1])=[CH:5][CH:6]=1. The catalyst class is: 21. (2) Reactant: [CH:1]1([S:4]([NH:7][C:8]([C@@:10]2([NH:15][C:16]([C@@H:18]3[CH2:22][C@@H:21]([O:23][C:24]4[C:33]5[C:28](=[CH:29][CH:30]=[CH:31][CH:32]=5)[C:27]([O:34][CH3:35])=[CH:26][N:25]=4)[CH2:20][NH:19]3)=[O:17])[CH2:12][C@H:11]2[CH:13]=[CH2:14])=[O:9])(=[O:6])=[O:5])[CH2:3][CH2:2]1.CN(C(ON1N=NC2C=CC=NC1=2)=[N+](C)C)C.F[P-](F)(F)(F)(F)F.CCN(C(C)C)C(C)C.[C:69]([O:73][C:74]([NH:76][CH:77]([C@H:81]([CH3:89])[CH2:82][CH:83]([CH3:88])[CH2:84][CH2:85][CH:86]=[CH2:87])[C:78](O)=[O:79])=[O:75])([CH3:72])([CH3:71])[CH3:70]. Product: [CH:1]1([S:4]([NH:7][C:8]([C@@:10]2([NH:15][C:16]([C@@H:18]3[CH2:22][C@@H:21]([O:23][C:24]4[C:33]5[C:28](=[CH:29][CH:30]=[CH:31][CH:32]=5)[C:27]([O:34][CH3:35])=[CH:26][N:25]=4)[CH2:20][N:19]3[C:78](=[O:79])[CH:77]([NH:76][C:74](=[O:75])[O:73][C:69]([CH3:72])([CH3:71])[CH3:70])[C@H:81]([CH3:89])[CH2:82][CH:83]([CH3:88])[CH2:84][CH2:85][CH:86]=[CH2:87])=[O:17])[CH2:12][C@H:11]2[CH:13]=[CH2:14])=[O:9])(=[O:6])=[O:5])[CH2:2][CH2:3]1. The catalyst class is: 4.